Dataset: Peptide-MHC class I binding affinity with 185,985 pairs from IEDB/IMGT. Task: Regression. Given a peptide amino acid sequence and an MHC pseudo amino acid sequence, predict their binding affinity value. This is MHC class I binding data. (1) The peptide sequence is ETTEANAGQ. The MHC is HLA-A02:16 with pseudo-sequence HLA-A02:16. The binding affinity (normalized) is 0.0847. (2) The peptide sequence is IARLVYKAR. The MHC is HLA-B27:05 with pseudo-sequence HLA-B27:05. The binding affinity (normalized) is 0.0847. (3) The MHC is HLA-B08:03 with pseudo-sequence HLA-B08:03. The binding affinity (normalized) is 0.0847. The peptide sequence is IFLKPEETF. (4) The peptide sequence is TRLNAWVKVV. The MHC is HLA-A02:01 with pseudo-sequence HLA-A02:01. The binding affinity (normalized) is 0. (5) The peptide sequence is LMWNKQFIK. The MHC is HLA-A11:01 with pseudo-sequence HLA-A11:01. The binding affinity (normalized) is 0.913.